Dataset: Catalyst prediction with 721,799 reactions and 888 catalyst types from USPTO. Task: Predict which catalyst facilitates the given reaction. Reactant: [Br:1][C:2]1[CH:7]=[CH:6][C:5]([SH:8])=[CH:4][CH:3]=1.C([O-])([O-])=O.[K+].[K+].Br[CH2:16][C:17]([O:19][CH2:20][CH3:21])=[O:18]. Product: [Br:1][C:2]1[CH:7]=[CH:6][C:5]([S:8][CH2:16][C:17]([O:19][CH2:20][CH3:21])=[O:18])=[CH:4][CH:3]=1. The catalyst class is: 23.